Dataset: Forward reaction prediction with 1.9M reactions from USPTO patents (1976-2016). Task: Predict the product of the given reaction. (1) Given the reactants [CH2:1]([C:3]1[S:23][C:6]2[NH:7][C:8](=[O:22])[N:9]([C:12]3[CH:13]=[N:14][C:15]4[C:20]([CH:21]=3)=[CH:19][CH:18]=[CH:17][CH:16]=4)[C:10](=[O:11])[C:5]=2[CH:4]=1)[CH3:2].Br[CH2:25][C:26]1[CH:31]=[CH:30][C:29]([C:32]2[CH:37]=[CH:36][CH:35]=[CH:34][C:33]=2[C:38]2[N:42]=[C:41](C(Cl)(Cl)Cl)[O:40][N:39]=2)=[CH:28][CH:27]=1.C(=O)([O-])[O-:48].[K+].[K+].CN(C)C=O, predict the reaction product. The product is: [CH2:1]([C:3]1[S:23][C:6]2[N:7]([CH2:25][C:26]3[CH:31]=[CH:30][C:29]([C:32]4[CH:37]=[CH:36][CH:35]=[CH:34][C:33]=4[C:38]4[NH:42][C:41](=[O:48])[O:40][N:39]=4)=[CH:28][CH:27]=3)[C:8](=[O:22])[N:9]([C:12]3[CH:13]=[N:14][C:15]4[C:20]([CH:21]=3)=[CH:19][CH:18]=[CH:17][CH:16]=4)[C:10](=[O:11])[C:5]=2[CH:4]=1)[CH3:2]. (2) Given the reactants [CH:1]1([C:7]([OH:9])=[O:8])[CH2:6][CH2:5][CH2:4][CH2:3][CH2:2]1.C[O-].[Li+:12], predict the reaction product. The product is: [Li+:12].[CH:1]1([C:7]([O-:9])=[O:8])[CH2:6][CH2:5][CH2:4][CH2:3][CH2:2]1.